Dataset: Forward reaction prediction with 1.9M reactions from USPTO patents (1976-2016). Task: Predict the product of the given reaction. The product is: [NH2:18][CH:19]([CH2:23][NH:24][CH2:25][CH:26]=[C:27]1[C:28](=[O:36])[CH2:29][C:30]([CH3:34])([CH3:35])[CH2:31][C:32]1=[O:33])[C:20]([OH:22])=[O:21]. Given the reactants C1(COC([NH:18][C@@H:19]([CH2:23][NH:24][CH2:25][CH:26]=[C:27]2[C:32](=[O:33])[CH2:31][C:30]([CH3:35])([CH3:34])[CH2:29][C:28]2=[O:36])[C:20]([OH:22])=[O:21])=O)C2CC3C(=CC=CC=3)C=2C=CC=1.N1CCCCC1, predict the reaction product.